Dataset: Catalyst prediction with 721,799 reactions and 888 catalyst types from USPTO. Task: Predict which catalyst facilitates the given reaction. (1) Reactant: [Cl:1][C:2]1[CH:3]=[CH:4][N:5]2[C:10]=1[C:9](=[O:11])[N:8]([C:12]1[CH:17]=[CH:16][CH:15]=[CH:14][CH:13]=1)[C:7]([C@@H:18]1[CH2:22][S:21](=O)[CH2:20][N:19]1[C:24]1[N:32]=[CH:31][N:30]=[C:29]3[C:25]=1[N:26]=[CH:27][N:28]3C1CCCCO1)=[N:6]2.C([O-])(O)=O.[Na+]. Product: [N:32]1[C:24]([N:19]2[C@H:18]([C:7]3[N:8]([C:12]4[CH:13]=[CH:14][CH:15]=[CH:16][CH:17]=4)[C:9](=[O:11])[C:10]4=[C:2]([Cl:1])[CH:3]=[CH:4][N:5]4[N:6]=3)[CH2:22][S:21][CH2:20]2)=[C:25]2[C:29]([NH:28][CH:27]=[N:26]2)=[N:30][CH:31]=1. The catalyst class is: 209. (2) The catalyst class is: 14. Reactant: [CH:1]([C:3]1[O:7][C:6]([C:8]2[CH:9]=[C:10]([CH:14]=[CH:15][CH:16]=2)[C:11]([OH:13])=[O:12])=[CH:5][CH:4]=1)=O.[S:17]1[CH2:21][C:20](=[O:22])[NH:19][C:18]1=[O:23].N1CCCCC1.[OH-].[Na+]. Product: [O:23]=[C:18]1[NH:19][C:20](=[O:22])[C:21](=[CH:1][C:3]2[O:7][C:6]([C:8]3[CH:9]=[C:10]([CH:14]=[CH:15][CH:16]=3)[C:11]([OH:13])=[O:12])=[CH:5][CH:4]=2)[S:17]1. (3) Reactant: [O-]CC.[Na+].[CH3:5][C:6]1[CH:7]=[CH:8][C:9]([C:12]2[N:16]([C:17]3[CH:22]=[CH:21][CH:20]=[CH:19][N:18]=3)[N:15]=[C:14]([C:23]([O:25]CC)=[O:24])[CH:13]=2)=[N:10][CH:11]=1.O.C(OCC)C. Product: [CH3:5][C:6]1[CH:7]=[CH:8][C:9]([C:12]2[N:16]([C:17]3[CH:22]=[CH:21][CH:20]=[CH:19][N:18]=3)[N:15]=[C:14]([C:23]([OH:25])=[O:24])[CH:13]=2)=[N:10][CH:11]=1. The catalyst class is: 8. (4) Reactant: O.[OH-].[Li+].[CH2:4]([O:11][C:12]1[CH:13]=[CH:14][C:15]([C:18]2[N:22]([C:23]3[CH:24]=[N:25][C:26]([CH3:29])=[CH:27][CH:28]=3)[N:21]=[C:20]([C:30]([O:32]CC)=[O:31])[CH:19]=2)=[N:16][CH:17]=1)[C:5]1[CH:10]=[CH:9][CH:8]=[CH:7][CH:6]=1.Cl. Product: [CH2:4]([O:11][C:12]1[CH:13]=[CH:14][C:15]([C:18]2[N:22]([C:23]3[CH:24]=[N:25][C:26]([CH3:29])=[CH:27][CH:28]=3)[N:21]=[C:20]([C:30]([OH:32])=[O:31])[CH:19]=2)=[N:16][CH:17]=1)[C:5]1[CH:6]=[CH:7][CH:8]=[CH:9][CH:10]=1. The catalyst class is: 30. (5) Reactant: C[O:2][C:3]([C:5]1[O:6][C:7]2[CH:13]=[C:12]([CH2:14][CH2:15][CH2:16][CH3:17])[CH:11]=[CH:10][C:8]=2[CH:9]=1)=O.[H-].[Al+3].[Li+].[H-].[H-].[H-].Cl. The catalyst class is: 28. Product: [CH2:14]([C:12]1[CH:11]=[CH:10][C:8]2[CH:9]=[C:5]([CH2:3][OH:2])[O:6][C:7]=2[CH:13]=1)[CH2:15][CH2:16][CH3:17]. (6) Product: [C:37]1([O:36][C:35](=[O:43])[NH:3][C:4]2[CH:27]=[CH:26][C:7]([O:8][C:9]3[CH:10]=[CH:11][C:12]([NH:15][C:16](=[O:25])[C:17]4[CH:22]=[CH:21][C:20]([Cl:23])=[C:19]([Cl:24])[CH:18]=4)=[CH:13][N:14]=3)=[CH:6][CH:5]=2)[CH:42]=[CH:41][CH:40]=[CH:39][CH:38]=1. The catalyst class is: 1. Reactant: Cl.Cl.[NH2:3][C:4]1[CH:27]=[CH:26][C:7]([O:8][C:9]2[N:14]=[CH:13][C:12]([NH:15][C:16](=[O:25])[C:17]3[CH:22]=[CH:21][C:20]([Cl:23])=[C:19]([Cl:24])[CH:18]=3)=[CH:11][CH:10]=2)=[CH:6][CH:5]=1.C(N(CC)CC)C.[C:35](Cl)(=[O:43])[O:36][C:37]1[CH:42]=[CH:41][CH:40]=[CH:39][CH:38]=1.O. (7) Reactant: C([N:8]1[CH2:12][C@@H:11]([CH2:13][C:14]2[CH:19]=[CH:18][CH:17]=[C:16]([Br:20])[CH:15]=2)[C@H:10]([CH2:21][N:22]([CH:35]2[CH2:37][CH2:36]2)[S:23]([C:26]2[CH:31]=[CH:30][CH:29]=[CH:28][C:27]=2[N+:32]([O-:34])=[O:33])(=[O:25])=[O:24])[CH2:9]1)C1C=CC=CC=1.ClC(OC(Cl)C)=O. Product: [Br:20][C:16]1[CH:15]=[C:14]([CH:19]=[CH:18][CH:17]=1)[CH2:13][C@@H:11]1[CH2:12][NH:8][CH2:9][C@H:10]1[CH2:21][N:22]([CH:35]1[CH2:36][CH2:37]1)[S:23]([C:26]1[CH:31]=[CH:30][CH:29]=[CH:28][C:27]=1[N+:32]([O-:34])=[O:33])(=[O:25])=[O:24]. The catalyst class is: 26. (8) Reactant: [CH3:1][O:2][C:3]1[CH:8]=[CH:7][C:6]([Mg]Br)=[CH:5][CH:4]=1.[Br:11][C:12]1[CH:20]=[C:19]2[C:15]([CH2:16][CH2:17][C:18]2=[O:21])=[CH:14][CH:13]=1.[Cl-].[NH4+]. Product: [Br:11][C:12]1[CH:20]=[C:19]2[C:15]([CH2:16][CH2:17][C:18]2([C:6]2[CH:7]=[CH:8][C:3]([O:2][CH3:1])=[CH:4][CH:5]=2)[OH:21])=[CH:14][CH:13]=1. The catalyst class is: 7. (9) Reactant: S(Cl)([Cl:4])(=O)=O.[C:6]([O:10][C:11](=[O:24])[NH:12][C:13]1[CH:18]=[C:17]([O:19][CH3:20])[CH:16]=[C:15]([O:21][CH3:22])[C:14]=1[I:23])([CH3:9])([CH3:8])[CH3:7].C([O-])(O)=O.[Na+].CCOC(C)=O. Product: [C:6]([O:10][C:11](=[O:24])[NH:12][C:13]1[C:14]([I:23])=[C:15]([O:21][CH3:22])[CH:16]=[C:17]([O:19][CH3:20])[C:18]=1[Cl:4])([CH3:9])([CH3:7])[CH3:8]. The catalyst class is: 168.